This data is from Forward reaction prediction with 1.9M reactions from USPTO patents (1976-2016). The task is: Predict the product of the given reaction. (1) Given the reactants [C:1]([C:4]12[CH2:11][CH2:10][C:7]([NH:12][CH2:13][C:14]([N:16]3[CH2:20][C@@H:19]([F:21])[CH2:18][C@H:17]3[C:22]#[N:23])=[O:15])([CH2:8][CH2:9]1)[CH2:6][CH2:5]2)([OH:3])=O.[F:24][C:25]1[CH:26]=[C:27]([CH:29]=[CH:30][C:31]=1[N:32]1[CH2:37][CH2:36][O:35][CH2:34][CH2:33]1)[NH2:28], predict the reaction product. The product is: [F:21][C@@H:19]1[CH2:20][N:16]([C:14](=[O:15])[CH2:13][NH:12][C:7]23[CH2:8][CH2:9][C:4]([C:1]([NH:28][C:27]4[CH:29]=[CH:30][C:31]([N:32]5[CH2:33][CH2:34][O:35][CH2:36][CH2:37]5)=[C:25]([F:24])[CH:26]=4)=[O:3])([CH2:11][CH2:10]2)[CH2:5][CH2:6]3)[C@H:17]([C:22]#[N:23])[CH2:18]1. (2) Given the reactants Br[C:2]1[C:3]([C:21]#[N:22])=[CH:4][C:5]([F:20])=[C:6]([NH:8][C@H:9]([CH2:13][C:14]2[CH:19]=[CH:18]C=CC=2)[C:10]([NH2:12])=[O:11])[CH:7]=1.Cl.[NH2:24][C:25]1[S:29][N:28]=[C:27]([CH3:30])[CH:26]=1.C1C=CC(P(C2C(C3C(P(C4C=CC=CC=4)C4C=CC=CC=4)=CC=C4C=3C=CC=C4)=C3C(C=CC=C3)=CC=2)C2C=CC=CC=2)=CC=1.C([O-])([O-])=O.[K+].[K+], predict the reaction product. The product is: [C:21]([C:3]1[C:2]([NH:24][C:25]2[S:29][N:28]=[C:27]([CH3:30])[CH:26]=2)=[CH:7][C:6]([NH:8][C@H:9]([CH2:13][CH:14]2[CH2:19][CH2:18]2)[C:10]([NH2:12])=[O:11])=[C:5]([F:20])[CH:4]=1)#[N:22]. (3) Given the reactants [CH2:1]([CH:3]1[O:5][CH2:4]1)[Cl:2].[Cl:6][CH2:7][CH:8]([OH:11])[CH2:9][SH:10], predict the reaction product. The product is: [Cl:6][CH2:7][CH:8]([OH:11])[CH2:9][S:10][CH2:4][CH:3]([OH:5])[CH2:1][Cl:2]. (4) The product is: [F:19][C:2]([F:1])([C:8]1[CH:13]=[CH:12][C:11]([O:14][CH:15]([CH3:17])[CH3:16])=[CH:10][C:9]=1[F:18])[C:3]([OH:5])=[O:4]. Given the reactants [F:1][C:2]([F:19])([C:8]1[CH:13]=[CH:12][C:11]([O:14][CH:15]([CH3:17])[CH3:16])=[CH:10][C:9]=1[F:18])[C:3]([O:5]CC)=[O:4].O1CCCC1.CO.O.[OH-].[Li+], predict the reaction product. (5) The product is: [Cl:11][C:6]1[CH:5]=[C:4]([NH:12][C:13]([C:15]2[CH:24]=[CH:23][C:18]([C:19]([OH:21])=[O:20])=[CH:17][N:16]=2)=[O:14])[CH:3]=[C:2]([Cl:1])[C:7]=1[O:8][CH2:9][CH3:10]. Given the reactants [Cl:1][C:2]1[CH:3]=[C:4]([NH:12][C:13]([C:15]2[CH:24]=[CH:23][C:18]([C:19]([O:21]C)=[O:20])=[CH:17][N:16]=2)=[O:14])[CH:5]=[C:6]([Cl:11])[C:7]=1[O:8][CH2:9][CH3:10], predict the reaction product. (6) Given the reactants [CH2:1]1[CH2:11][O:10][C:9]2[CH:8]=[CH:7][C:5]([NH2:6])=[CH:4][C:3]=2[O:2]1.[F:12][C:13]([F:30])([F:29])[C:14]1[CH:15]=[C:16]([N:20]2[CH2:25][CH2:24][CH:23]([C:26](O)=[O:27])[CH2:22][CH2:21]2)[CH:17]=[CH:18][CH:19]=1, predict the reaction product. The product is: [O:10]1[C:9]2[CH:8]=[CH:7][C:5]([NH:6][C:26]([CH:23]3[CH2:22][CH2:21][N:20]([C:16]4[CH:17]=[CH:18][CH:19]=[C:14]([C:13]([F:30])([F:12])[F:29])[CH:15]=4)[CH2:25][CH2:24]3)=[O:27])=[CH:4][C:3]=2[O:2][CH2:1][CH2:11]1. (7) Given the reactants [N:1]1[CH:6]=[CH:5][C:4]([C:7]([OH:9])=O)=[C:3]([C:10]([OH:12])=O)[CH:2]=1.O.ON1[C:19]2[CH:20]=[CH:21][CH:22]=[CH:23][C:18]=2N=N1.[C:24]1([CH2:30][CH2:31][CH2:32][CH2:33][NH2:34])[CH:29]=[CH:28][CH:27]=[CH:26][CH:25]=1.C([N:37]([CH2:40][CH3:41])CC)C.Cl.CN(C)[CH2:45][CH2:46]CN=C=NCC, predict the reaction product. The product is: [C:18]1([CH2:45][CH2:46][CH2:41][CH2:40][NH:37][C:10]([C:3]2[CH:2]=[N:1][CH:6]=[CH:5][C:4]=2[C:7]([NH:34][CH2:33][CH2:32][CH2:31][CH2:30][C:24]2[CH:29]=[CH:28][CH:27]=[CH:26][CH:25]=2)=[O:9])=[O:12])[CH:23]=[CH:22][CH:21]=[CH:20][CH:19]=1. (8) Given the reactants C(O)(C(F)(F)F)=O.[Cl:8][C:9]1[CH:10]=[CH:11][C:12]([CH:31]([NH:36][C:37]2[CH:42]=[CH:41][C:40]([O:43][CH3:44])=[CH:39][CH:38]=2)[C:32]([F:35])([F:34])[F:33])=[C:13]([CH:30]=1)[CH2:14][NH:15][C:16](=[O:29])[C@@H:17]1[CH2:21][CH2:20][CH2:19][N:18]1C(OC(C)(C)C)=O, predict the reaction product. The product is: [Cl:8][C:9]1[CH:10]=[CH:11][C:12]([CH:31]([NH:36][C:37]2[CH:42]=[CH:41][C:40]([O:43][CH3:44])=[CH:39][CH:38]=2)[C:32]([F:35])([F:34])[F:33])=[C:13]([CH:30]=1)[CH2:14][NH:15][C:16](=[O:29])[C@@H:17]1[CH2:21][CH2:20][CH2:19][NH:18]1.